From a dataset of Forward reaction prediction with 1.9M reactions from USPTO patents (1976-2016). Predict the product of the given reaction. (1) Given the reactants [NH2:1][C:2]1[NH:6][C:5]([C:7]([O:9][CH2:10][CH3:11])=[O:8])=[N:4][C:3]=1[C:12]1[CH:17]=[CH:16][CH:15]=[C:14]([Br:18])[CH:13]=1.CO[CH:21](OC)[CH2:22][CH:23](OC)OC, predict the reaction product. The product is: [Br:18][C:14]1[CH:13]=[C:12]([C:3]2[N:4]=[C:5]([C:7]([O:9][CH2:10][CH3:11])=[O:8])[N:6]3[CH:23]=[CH:22][CH:21]=[N:1][C:2]=23)[CH:17]=[CH:16][CH:15]=1. (2) Given the reactants [N:1]1[CH:6]=[CH:5][CH:4]=[C:3]([N:7]2[CH2:13][CH2:12][CH2:11][NH:10][CH2:9][CH2:8]2)[CH:2]=1.[CH:14](O)=O.C=O, predict the reaction product. The product is: [CH3:14][N:10]1[CH2:11][CH2:12][CH2:13][N:7]([C:3]2[CH:2]=[N:1][CH:6]=[CH:5][CH:4]=2)[CH2:8][CH2:9]1. (3) Given the reactants [CH2:1]([O:5][C:6]1[CH:11]=[CH:10][C:9]([CH2:12][CH2:13][CH2:14][OH:15])=[C:8]([O:16][C:17]2[C:22]([Cl:23])=[CH:21][C:20]([C:24]([F:27])([F:26])[F:25])=[CH:19][N:18]=2)[CH:7]=1)[CH2:2][CH:3]=[CH2:4].Cl[S:29]([N:32]=[C:33]=[O:34])(=[O:31])=[O:30].N1C=CC=CC=1.[CH:41]([O:44][CH2:45][CH2:46][NH2:47])([CH3:43])[CH3:42], predict the reaction product. The product is: [CH:41]([O:44][CH2:45][CH2:46][NH:47][S:29]([NH:32][C:33](=[O:34])[O:15][CH2:14][CH2:13][CH2:12][C:9]1[CH:10]=[CH:11][C:6]([O:5][CH2:1][CH2:2][CH:3]=[CH2:4])=[CH:7][C:8]=1[O:16][C:17]1[C:22]([Cl:23])=[CH:21][C:20]([C:24]([F:27])([F:26])[F:25])=[CH:19][N:18]=1)(=[O:31])=[O:30])([CH3:43])[CH3:42]. (4) Given the reactants Cl[C:2]1[CH:7]=[C:6]([C:8]2[CH:13]=[CH:12][CH:11]=[CH:10][C:9]=2[F:14])[N:5]=[CH:4][N:3]=1.[CH2:15]([OH:19])[C:16]#[C:17][CH3:18].[H-].[Na+].O, predict the reaction product. The product is: [F:14][C:9]1[CH:10]=[CH:11][CH:12]=[CH:13][C:8]=1[C:6]1[CH:7]=[C:2]([O:19][CH2:15][C:16]#[C:17][CH3:18])[N:3]=[CH:4][N:5]=1. (5) The product is: [CH3:32][O:33][CH2:34][C:35]([NH:1][C@@H:2]1[CH2:7][CH2:6][C@H:5]([NH:8][C:9]([C:11]2[C:15]3[N:16]=[CH:17][N:18]=[C:19]([C:20]4[CH:25]=[CH:24][C:23]([F:26])=[CH:22][C:21]=4[O:27][CH2:28][CH:29]4[CH2:30][CH2:31]4)[C:14]=3[NH:13][CH:12]=2)=[O:10])[CH2:4][CH2:3]1)=[O:36]. Given the reactants [NH2:1][C@@H:2]1[CH2:7][CH2:6][C@H:5]([NH:8][C:9]([C:11]2[C:15]3[N:16]=[CH:17][N:18]=[C:19]([C:20]4[CH:25]=[CH:24][C:23]([F:26])=[CH:22][C:21]=4[O:27][CH2:28][CH:29]4[CH2:31][CH2:30]4)[C:14]=3[NH:13][CH:12]=2)=[O:10])[CH2:4][CH2:3]1.[CH3:32][O:33][CH2:34][C:35](Cl)=[O:36], predict the reaction product. (6) Given the reactants N1C=CC=CC=1.CN(C1C=CC=CN=1)C.[F:16][C:17]1[CH:23]=[CH:22][C:20]([NH2:21])=[CH:19][CH:18]=1.[F:24][C:25]([F:42])([F:41])[C:26]([N:28]1[CH2:36][C:35]2[C:30](=[CH:31][CH:32]=[C:33]([S:37](Cl)(=[O:39])=[O:38])[CH:34]=2)[CH2:29]1)=[O:27], predict the reaction product. The product is: [F:16][C:17]1[CH:23]=[CH:22][C:20]([NH:21][S:37]([C:33]2[CH:34]=[C:35]3[C:30](=[CH:31][CH:32]=2)[CH2:29][N:28]([C:26](=[O:27])[C:25]([F:42])([F:24])[F:41])[CH2:36]3)(=[O:38])=[O:39])=[CH:19][CH:18]=1.